Dataset: Reaction yield outcomes from USPTO patents with 853,638 reactions. Task: Predict the reaction yield, written as a fraction of the theoretical maximum amount of product (1.0 means a 100% yield; for example, 0.34 means a 34% yield). (1) The reactants are [CH:1]1([CH2:4][O:5][C:6]2[CH:7]=[C:8]([CH:36]=[CH:37][CH:38]=2)[O:9][C:10]2[C:11]([NH:22][S:23]([C:26]3[CH:31]=[CH:30][C:29]([O:32]C)=[C:28]([O:34][CH3:35])[CH:27]=3)(=[O:25])=[O:24])=[CH:12][C:13]3[N:17]([CH3:18])[C:16](=[O:19])[N:15]([CH3:20])[C:14]=3[CH:21]=2)[CH2:3][CH2:2]1.[Cl-].[Li+]. The catalyst is CN(C=O)C. The product is [CH:1]1([CH2:4][O:5][C:6]2[CH:7]=[C:8]([CH:36]=[CH:37][CH:38]=2)[O:9][C:10]2[C:11]([NH:22][S:23]([C:26]3[CH:31]=[CH:30][C:29]([OH:32])=[C:28]([O:34][CH3:35])[CH:27]=3)(=[O:24])=[O:25])=[CH:12][C:13]3[N:17]([CH3:18])[C:16](=[O:19])[N:15]([CH3:20])[C:14]=3[CH:21]=2)[CH2:3][CH2:2]1. The yield is 0.120. (2) The reactants are [CH3:1][Si](Cl)(C)C.[NH2:6][C:7]1[C:15]([N+:16]([O-:18])=[O:17])=[CH:14][C:10]([C:11]([OH:13])=[O:12])=[C:9]([F:19])[C:8]=1[F:20]. The catalyst is CO. The product is [NH2:6][C:7]1[C:15]([N+:16]([O-:18])=[O:17])=[CH:14][C:10]([C:11]([O:13][CH3:1])=[O:12])=[C:9]([F:19])[C:8]=1[F:20]. The yield is 0.920. (3) The reactants are S(Cl)(Cl)=O.[CH3:5][N:6]1[CH2:11][CH2:10][N:9]([CH2:12][C:13]2[CH:21]=[CH:20][C:16]([C:17]([OH:19])=O)=[CH:15][CH:14]=2)[CH2:8][CH2:7]1.[CH3:22][C:23]1[CH:29]=[CH:28][C:26]([NH2:27])=[CH:25][C:24]=1[N+:30]([O-:32])=[O:31].N1C=CC=CC=1. The catalyst is C1(C)C=CC=CC=1. The product is [CH3:22][C:23]1[CH:29]=[CH:28][C:26]([NH:27][C:17](=[O:19])[C:16]2[CH:15]=[CH:14][C:13]([CH2:12][N:9]3[CH2:8][CH2:7][N:6]([CH3:5])[CH2:11][CH2:10]3)=[CH:21][CH:20]=2)=[CH:25][C:24]=1[N+:30]([O-:32])=[O:31]. The yield is 0.960. (4) The reactants are [F:1][C:2]1[C:10]([C:11]#N)=[CH:9][CH:8]=[C:7]2[C:3]=1[CH:4]=[N:5][NH:6]2.[H-].C([Al+]CC(C)C)C(C)C.C(OCC)(=[O:25])C.C(O)(=O)C(C(C(O)=O)O)O. The catalyst is C1(C)C=CC=CC=1. The product is [F:1][C:2]1[C:10]([CH:11]=[O:25])=[CH:9][CH:8]=[C:7]2[C:3]=1[CH:4]=[N:5][NH:6]2. The yield is 0.929. (5) The catalyst is C(O)C.O. The yield is 0.550. The product is [NH2:3][C:8]1[N:13]=[C:12]([C:14]2[C:15]([O:23][CH3:24])=[CH:16][C:17]([OH:22])=[C:18]([CH2:20][CH3:21])[CH:19]=2)[CH:11]=[CH:10][CH:9]=1. The reactants are CC1[N:3]([C:8]2[N:13]=[C:12]([C:14]3[CH:19]=[C:18]([CH2:20][CH3:21])[C:17]([OH:22])=[CH:16][C:15]=3[O:23][CH3:24])[CH:11]=[CH:10][CH:9]=2)C(C)=CC=1.Cl.NO.C(OCC)(=O)C.CCCCCC.